Predict which catalyst facilitates the given reaction. From a dataset of Catalyst prediction with 721,799 reactions and 888 catalyst types from USPTO. (1) The catalyst class is: 3. Product: [CH3:21][N:3]1[CH:7]=[CH:6][N:5]=[C:4]1[CH:8]1[CH2:9][CH2:10][N:11]([C:14]([O:16][C:17]([CH3:20])([CH3:19])[CH3:18])=[O:15])[CH2:12][CH2:13]1. Reactant: [H-].[Na+].[NH:3]1[CH:7]=[CH:6][N:5]=[C:4]1[CH:8]1[CH2:13][CH2:12][N:11]([C:14]([O:16][C:17]([CH3:20])([CH3:19])[CH3:18])=[O:15])[CH2:10][CH2:9]1.[CH3:21]I. (2) Reactant: [C:1]1([CH:7]([C:10]2[CH:15]=[CH:14][CH:13]=[CH:12][CH:11]=2)[C:8]#[N:9])[CH:6]=[CH:5][CH:4]=[CH:3][CH:2]=1.[CH3:16][C:17]([O-:20])(C)[CH3:18].[K+].[CH2:22]([N:24]1[CH2:28][CH2:27][C@H:26](C2C=C(C)C=CC=2S([O-])(=O)=O)[CH2:25]1)[CH3:23].O. Product: [CH2:22]([N:24]1[CH2:28][CH2:27][C@H:26]([C:7]([C:1]2[CH:2]=[CH:3][CH:4]=[CH:5][CH:6]=2)([C:10]2[CH:11]=[CH:12][CH:13]=[CH:14][CH:15]=2)[C:8]#[N:9])[CH2:25]1)[CH3:23].[CH2:22]([N:24]1[CH2:25][CH2:18][C@@H:17]([OH:20])[CH2:16]1)[CH3:23]. The catalyst class is: 11.